From a dataset of Forward reaction prediction with 1.9M reactions from USPTO patents (1976-2016). Predict the product of the given reaction. (1) Given the reactants [C:1]([C:3]1[CH:8]=[CH:7][N:6]=[C:5]([NH:9][C:10]2[N:15]=[C:14]([C:16]3[CH:17]=[N:18][C:19]([NH:22][CH2:23][CH2:24][NH:25]C(=O)OC(C)(C)C)=[CH:20][CH:21]=3)[CH:13]=[C:12]([CH:33]3[CH2:35][CH2:34]3)[CH:11]=2)[CH:4]=1)#[N:2].[ClH:36].O1CCOCC1, predict the reaction product. The product is: [ClH:36].[ClH:36].[NH2:25][CH2:24][CH2:23][NH:22][C:19]1[N:18]=[CH:17][C:16]([C:14]2[CH:13]=[C:12]([CH:33]3[CH2:35][CH2:34]3)[CH:11]=[C:10]([NH:9][C:5]3[CH:4]=[C:3]([C:1]#[N:2])[CH:8]=[CH:7][N:6]=3)[N:15]=2)=[CH:21][CH:20]=1. (2) Given the reactants C(O[CH:4](OCC)[CH2:5][NH:6][C:7]([C:9]1[CH:38]=[CH:37][C:12]2[N:13]([C:20]3[CH:25]=[N:24][C:23]([NH:26][C:27](=[O:36])[C:28]4[C:33]([F:34])=[CH:32][CH:31]=[CH:30][C:29]=4[F:35])=[CH:22][N:21]=3)[C:14]([C:16]([F:19])([F:18])[F:17])=[N:15][C:11]=2[CH:10]=1)=[O:8])C.O=P12OP3(OP(OP(O3)(O1)=O)(=O)O2)=O.CCOC(C)=O, predict the reaction product. The product is: [F:34][C:33]1[CH:32]=[CH:31][CH:30]=[C:29]([F:35])[C:28]=1[C:27]([NH:26][C:23]1[CH:22]=[N:21][C:20]([N:13]2[C:12]3[CH:37]=[CH:38][C:9]([C:7]4[O:8][CH:4]=[CH:5][N:6]=4)=[CH:10][C:11]=3[N:15]=[C:14]2[C:16]([F:19])([F:18])[F:17])=[CH:25][N:24]=1)=[O:36]. (3) Given the reactants [OH-].[Na+].[C:3]1([CH2:9][OH:10])([CH2:7][OH:8])[CH2:6][CH2:5][CH2:4]1.Cl[C:12]1[C:13]2[C:20]([C:21]3[CH:26]=[CH:25][C:24]([O:27][CH3:28])=[CH:23][CH:22]=3)=[C:19]([C:29]3[CH:34]=[CH:33][CH:32]=[CH:31][CH:30]=3)[O:18][C:14]=2[N:15]=[CH:16][N:17]=1.Cl, predict the reaction product. The product is: [CH3:28][O:27][C:24]1[CH:23]=[CH:22][C:21]([C:20]2[C:13]3[C:12]([O:8][CH2:7][C:3]4([CH2:9][OH:10])[CH2:6][CH2:5][CH2:4]4)=[N:17][CH:16]=[N:15][C:14]=3[O:18][C:19]=2[C:29]2[CH:30]=[CH:31][CH:32]=[CH:33][CH:34]=2)=[CH:26][CH:25]=1.